This data is from Forward reaction prediction with 1.9M reactions from USPTO patents (1976-2016). The task is: Predict the product of the given reaction. (1) Given the reactants Cl[C:2]1[N:7]=[C:6]([NH:8][C@@H:9]2[CH2:17][C@H:16]3[N:12]([CH2:13][CH2:14][CH2:15]3)[C:11]([CH3:19])([CH3:18])[CH2:10]2)[C:5]([F:20])=[CH:4][N:3]=1.[NH2:21][C:22]1[CH:42]=[CH:41][C:25]([O:26][C@H:27]2[CH2:32][CH2:31][N:30](C(OC(C)(C)C)=O)[CH2:29][C@@H:28]2[F:40])=[C:24]([Cl:43])[CH:23]=1.CC1C=CC(S(O)(=O)=O)=CC=1.Cl, predict the reaction product. The product is: [Cl:43][C:24]1[CH:23]=[C:22]([NH:21][C:2]2[N:7]=[C:6]([NH:8][C@@H:9]3[CH2:17][C@H:16]4[N:12]([CH2:13][CH2:14][CH2:15]4)[C:11]([CH3:19])([CH3:18])[CH2:10]3)[C:5]([F:20])=[CH:4][N:3]=2)[CH:42]=[CH:41][C:25]=1[O:26][C@H:27]1[CH2:32][CH2:31][NH:30][CH2:29][C@@H:28]1[F:40]. (2) Given the reactants [CH2:1]([O:8][C:9]1[CH:17]=[C:16]2[C:12]([C:13]([CH2:24][CH2:25][C:26]([O:28]CC)=[O:27])=[N:14][N:15]2[CH:18]2[CH2:23][CH2:22][CH2:21][CH2:20][O:19]2)=[CH:11][CH:10]=1)[C:2]1[CH:7]=[CH:6][CH:5]=[CH:4][CH:3]=1.[OH-].[Na+], predict the reaction product. The product is: [CH2:1]([O:8][C:9]1[CH:17]=[C:16]2[C:12]([C:13]([CH2:24][CH2:25][C:26]([OH:28])=[O:27])=[N:14][N:15]2[CH:18]2[CH2:23][CH2:22][CH2:21][CH2:20][O:19]2)=[CH:11][CH:10]=1)[C:2]1[CH:7]=[CH:6][CH:5]=[CH:4][CH:3]=1. (3) Given the reactants [O:1]1[CH2:6][CH2:5][N:4]([C:7]2[C:8]3[N:28]=[C:27]([CH2:29][N:30]4[CH2:35][CH2:34][CH:33]([C:36]([OH:39])([CH3:38])[CH3:37])[CH2:32][CH2:31]4)[S:26][C:9]=3[N:10]=[C:11]([Sn](CCCC)(CCCC)CCCC)[N:12]=2)[CH2:3][CH2:2]1.I[C:41]1[C:49]2[C:44](=[CH:45][CH:46]=[CH:47][CH:48]=2)[NH:43][N:42]=1, predict the reaction product. The product is: [NH:43]1[C:44]2[C:49](=[CH:48][CH:47]=[CH:46][CH:45]=2)[C:41]([C:11]2[N:12]=[C:7]([N:4]3[CH2:5][CH2:6][O:1][CH2:2][CH2:3]3)[C:8]3[N:28]=[C:27]([CH2:29][N:30]4[CH2:35][CH2:34][CH:33]([C:36]([OH:39])([CH3:38])[CH3:37])[CH2:32][CH2:31]4)[S:26][C:9]=3[N:10]=2)=[N:42]1.